This data is from Full USPTO retrosynthesis dataset with 1.9M reactions from patents (1976-2016). The task is: Predict the reactants needed to synthesize the given product. (1) Given the product [NH2:38][CH2:39][C:40]([N:21]1[CH2:22][CH2:23][C:18]([C:16]2[S:17][C:12]3[C:11]([N:25]4[CH2:30][CH2:29][O:28][CH2:27][CH2:26]4)=[N:10][C:9]([C:6]4[CH:7]=[N:8][C:3]([NH2:2])=[N:4][CH:5]=4)=[N:14][C:13]=3[CH:15]=2)([OH:24])[CH2:19][CH2:20]1)=[O:41], predict the reactants needed to synthesize it. The reactants are: Cl.[NH2:2][C:3]1[N:8]=[CH:7][C:6]([C:9]2[N:10]=[C:11]([N:25]3[CH2:30][CH2:29][O:28][CH2:27][CH2:26]3)[C:12]3[S:17][C:16]([C:18]4([OH:24])[CH2:23][CH2:22][NH:21][CH2:20][CH2:19]4)=[CH:15][C:13]=3[N:14]=2)=[CH:5][N:4]=1.C([NH:38][CH2:39][C:40](O)=[O:41])(OC(C)(C)C)=O. (2) Given the product [Br:1][C:2]1[CH:3]=[CH:4][C:5]([C:8]2([OH:18])[CH2:9][CH2:10][C:11](=[O:12])[CH2:16][CH2:17]2)=[CH:6][CH:7]=1, predict the reactants needed to synthesize it. The reactants are: [Br:1][C:2]1[CH:7]=[CH:6][C:5]([C:8]2([OH:18])[CH2:17][CH2:16][C:11]3(OCC[O:12]3)[CH2:10][CH2:9]2)=[CH:4][CH:3]=1.S(O)(C1C=CC(C)=CC=1)(=O)=O. (3) Given the product [CH3:18][C:19]1[CH:20]=[C:21]([NH:22][C:3](=[O:5])[CH:2]=[N:16][OH:17])[CH:23]=[C:24]([CH3:26])[CH:25]=1, predict the reactants needed to synthesize it. The reactants are: Cl[C:2](Cl)(Cl)[CH:3]([OH:5])O.S([O-])([O-])(=O)=O.[Na+].[Na+].Cl.[NH2:16][OH:17].[CH3:18][C:19]1[CH:20]=[C:21]([CH:23]=[C:24]([CH3:26])[CH:25]=1)[NH2:22].Cl.